Dataset: Full USPTO retrosynthesis dataset with 1.9M reactions from patents (1976-2016). Task: Predict the reactants needed to synthesize the given product. (1) Given the product [NH2:26][C:23]1[N:24]=[CH:25][C:20]([C:4]2[CH:5]=[CH:6][C:7]([C:8]([N:10]3[CH2:15][CH2:14][O:13][CH2:12][CH2:11]3)=[O:9])=[C:2]([F:1])[CH:3]=2)=[CH:21][C:22]=1[C:27]1[N:28]=[N:29][N:30]([CH:32]([CH3:34])[CH3:33])[CH:31]=1, predict the reactants needed to synthesize it. The reactants are: [F:1][C:2]1[CH:3]=[C:4](B(O)O)[CH:5]=[CH:6][C:7]=1[C:8]([N:10]1[CH2:15][CH2:14][O:13][CH2:12][CH2:11]1)=[O:9].Br[C:20]1[CH:21]=[C:22]([C:27]2[N:28]=[N:29][N:30]([CH:32]([CH3:34])[CH3:33])[CH:31]=2)[C:23]([NH2:26])=[N:24][CH:25]=1.O.C([O-])([O-])=O.[Cs+].[Cs+]. (2) Given the product [C:15]([C:9]1[C:10]([C:11]([F:14])([F:13])[F:12])=[C:6]([C:4]([OH:5])=[O:3])[N:7]([CH3:19])[N:8]=1)([CH3:18])([CH3:16])[CH3:17], predict the reactants needed to synthesize it. The reactants are: C([O:3][C:4]([C:6]1[N:7]([CH3:19])[N:8]=[C:9]([C:15]([CH3:18])([CH3:17])[CH3:16])[C:10]=1[C:11]([F:14])([F:13])[F:12])=[O:5])C.[OH-].[Na+].